Dataset: Full USPTO retrosynthesis dataset with 1.9M reactions from patents (1976-2016). Task: Predict the reactants needed to synthesize the given product. Given the product [C:1]([Si:5]([CH3:23])([CH3:22])[O:6][C@@H:7]([CH3:21])[CH2:8][O:9][NH2:10])([CH3:3])([CH3:4])[CH3:2], predict the reactants needed to synthesize it. The reactants are: [C:1]([Si:5]([CH3:23])([CH3:22])[O:6][C@@H:7]([CH3:21])[CH2:8][O:9][N:10]1C(=O)C2C(=CC=CC=2)C1=O)([CH3:4])([CH3:3])[CH3:2].CNN.